Dataset: Full USPTO retrosynthesis dataset with 1.9M reactions from patents (1976-2016). Task: Predict the reactants needed to synthesize the given product. (1) Given the product [CH3:1][S:2]([N:5]1[CH2:10][CH2:9][CH:8]([NH:11][C:12]([C:14]2[C:18]([NH:19][C:30](=[O:31])[C:29]3[C:28]([Cl:27])=[CH:36][CH:35]=[CH:34][C:33]=3[Cl:37])=[CH:17][NH:16][N:15]=2)=[O:13])[CH2:7][CH2:6]1)(=[O:4])=[O:3], predict the reactants needed to synthesize it. The reactants are: [CH3:1][S:2]([N:5]1[CH2:10][CH2:9][CH:8]([NH:11][C:12]([C:14]2[C:18]([NH2:19])=[CH:17][NH:16][N:15]=2)=[O:13])[CH2:7][CH2:6]1)(=[O:4])=[O:3].C(N(CC)CC)C.[Cl:27][C:28]1[CH:36]=[CH:35][CH:34]=[C:33]([Cl:37])[C:29]=1[C:30](Cl)=[O:31].O. (2) The reactants are: FC(F)(F)S(O[C:7]1[CH:20]=[C:19]2[C:10]([O:11][C:12]3[CH:13]=[CH:14][C:15]([C:26]4[C:27]([F:32])=[N:28][CH:29]=[CH:30][CH:31]=4)=[CH:16][C:17]=3[C@:18]32[CH2:24][O:23][C:22]([NH2:25])=[N:21]3)=[C:9]([F:33])[CH:8]=1)(=O)=O.[CH3:36][C:37]([OH:41])([C:39]#[CH:40])[CH3:38].C(NC(C)C)(C)C. Given the product [NH2:25][C:22]1[O:23][CH2:24][C@:18]2([N:21]=1)[C:17]1[CH:16]=[C:15]([C:26]3[C:27]([F:32])=[N:28][CH:29]=[CH:30][CH:31]=3)[CH:14]=[CH:13][C:12]=1[O:11][C:10]1[C:19]2=[CH:20][C:7]([C:40]#[C:39][C:37]([CH3:38])([OH:41])[CH3:36])=[CH:8][C:9]=1[F:33], predict the reactants needed to synthesize it. (3) Given the product [CH3:52][C:50]1([CH3:53])[CH2:51][N:47]([C:38]2[C:37]([CH3:55])=[C:36]([NH:56][C:57]3[CH:58]=[C:59]([NH:69][C:70](=[O:72])[CH3:71])[CH:60]=[C:61]([N:63]4[CH2:68][CH2:67][O:66][CH2:65][CH2:64]4)[CH:62]=3)[C:45]3[C:40](=[CH:41][C:42]([F:46])=[CH:43][CH:44]=3)[N:39]=2)[C:48](=[O:54])[CH2:49]1, predict the reactants needed to synthesize it. The reactants are: CC(C1C=C(C(C)C)C(C2C=CC=CC=2P(C2CCCCC2)C2CCCCC2)=C(C(C)C)C=1)C.Cl[C:36]1[C:45]2[C:40](=[CH:41][C:42]([F:46])=[CH:43][CH:44]=2)[N:39]=[C:38]([N:47]2[CH2:51][C:50]([CH3:53])([CH3:52])[CH2:49][C:48]2=[O:54])[C:37]=1[CH3:55].[NH2:56][C:57]1[CH:58]=[C:59]([NH:69][C:70](=[O:72])[CH3:71])[CH:60]=[C:61]([N:63]2[CH2:68][CH2:67][O:66][CH2:65][CH2:64]2)[CH:62]=1.C(=O)([O-])[O-].[K+].[K+]. (4) Given the product [CH:1]1([C:4]([C:6]2[C:7]([F:23])=[CH:8][C:9]([O:13][CH2:14][C:15]3[CH:16]=[CH:17][C:18]([O:21][CH3:22])=[CH:19][CH:20]=3)=[CH:10][C:11]=2[F:12])=[O:5])[CH2:3][CH2:2]1, predict the reactants needed to synthesize it. The reactants are: [CH:1]1([CH:4]([C:6]2[C:11]([F:12])=[CH:10][C:9]([O:13][CH2:14][C:15]3[CH:20]=[CH:19][C:18]([O:21][CH3:22])=[CH:17][CH:16]=3)=[CH:8][C:7]=2[F:23])[OH:5])[CH2:3][CH2:2]1.O([N+]1([O-])CCOCC1)C. (5) Given the product [F:54][C:2]([F:1])([F:53])[C:3]1[CH:4]=[C:5]([N:13]([CH2:31][C:32]2[CH:37]=[C:36]([C:38]([F:41])([F:39])[F:40])[CH:35]=[CH:34][C:33]=2[C:42]2[CH:47]=[C:46]([CH:48]([CH3:50])[CH3:49])[CH:45]=[CH:44][C:43]=2[O:51][CH3:52])[C:14]2[N:15]=[CH:16][C:17]([O:20][CH2:21][CH2:22][CH2:23][C:24]([OH:26])=[O:25])=[CH:18][N:19]=2)[CH:6]=[C:7]([C:9]([F:10])([F:12])[F:11])[CH:8]=1, predict the reactants needed to synthesize it. The reactants are: [F:1][C:2]([F:54])([F:53])[C:3]1[CH:4]=[C:5]([N:13]([CH2:31][C:32]2[CH:37]=[C:36]([C:38]([F:41])([F:40])[F:39])[CH:35]=[CH:34][C:33]=2[C:42]2[CH:47]=[C:46]([CH:48]([CH3:50])[CH3:49])[CH:45]=[CH:44][C:43]=2[O:51][CH3:52])[C:14]2[N:19]=[CH:18][C:17]([O:20][CH2:21][CH2:22][CH2:23][C:24]([O:26]C(C)(C)C)=[O:25])=[CH:16][N:15]=2)[CH:6]=[C:7]([C:9]([F:12])([F:11])[F:10])[CH:8]=1.Cl. (6) Given the product [CH3:31][O:32][C:2]1[CH:3]=[CH:4][C:5]([C:8]2[O:12][N:11]=[C:10]([C:13]3[CH:21]=[CH:20][C:19]4[NH:18][C:17]5[CH:22]([CH2:25][C:26]([OH:28])=[O:27])[CH2:23][CH2:24][C:16]=5[C:15]=4[CH:14]=3)[N:9]=2)=[N:6][CH:7]=1, predict the reactants needed to synthesize it. The reactants are: Br[C:2]1[CH:3]=[CH:4][C:5]([C:8]2[O:12][N:11]=[C:10]([C:13]3[CH:21]=[CH:20][C:19]4[NH:18][C:17]5[CH:22]([CH2:25][C:26]([O:28]CC)=[O:27])[CH2:23][CH2:24][C:16]=5[C:15]=4[CH:14]=3)[N:9]=2)=[N:6][CH:7]=1.[CH3:31][OH:32]. (7) The reactants are: [CH2:1]([OH:11])[C:2]1[CH:10]=[CH:9][C:7]([OH:8])=[C:4]([O:5][CH3:6])[CH:3]=1.[CH2:12](Br)[CH:13]=[CH2:14].C(=O)([O-])[O-].[K+].[K+].C1(O)C=CC=CC=1. Given the product [CH3:6][O:5][C:4]1[CH:3]=[C:2]([CH2:1][OH:11])[CH:10]=[CH:9][C:7]=1[O:8][CH2:14][CH:13]=[CH2:12], predict the reactants needed to synthesize it.